Dataset: Forward reaction prediction with 1.9M reactions from USPTO patents (1976-2016). Task: Predict the product of the given reaction. (1) Given the reactants [CH3:1][O:2][C:3]([C:5]1[N:6]=[C:7]([NH:10][C:11](=[O:36])[C@@H:12]([NH:20][C:21](=[O:35])[CH:22]([NH2:34])[C:23]2[CH:28]=[CH:27][C:26]([O:29][CH2:30][CH2:31][O:32][CH3:33])=[CH:25][CH:24]=2)[CH2:13][C:14]2[CH:19]=[CH:18][CH:17]=[CH:16][CH:15]=2)[S:8][CH:9]=1)=[O:4].C(N(C(C)C)CC)(C)C.[O:46]=[C:47](Cl)OC(Cl)(Cl)Cl.O, predict the reaction product. The product is: [CH3:1][O:2][C:3]([C:5]1[N:6]=[C:7]([NH:10][C:11](=[O:36])[C@@H:12]([N:20]2[C:21](=[O:35])[CH:22]([C:23]3[CH:28]=[CH:27][C:26]([O:29][CH2:30][CH2:31][O:32][CH3:33])=[CH:25][CH:24]=3)[NH:34][C:47]2=[O:46])[CH2:13][C:14]2[CH:15]=[CH:16][CH:17]=[CH:18][CH:19]=2)[S:8][CH:9]=1)=[O:4]. (2) The product is: [CH3:1][O:2][C:3](=[O:27])[CH2:4][C:5]1[C:9]2[C:10]([C:25]#[N:26])=[CH:11][C:12]([OH:14])=[CH:13][C:8]=2[S:7][CH:6]=1. Given the reactants [CH3:1][O:2][C:3](=[O:27])[CH2:4][C:5]1[C:9]2[C:10]([C:25]#[N:26])=[CH:11][C:12]([O:14][Si](C(C)C)(C(C)C)C(C)C)=[CH:13][C:8]=2[S:7][CH:6]=1.O.O.[F-].[K+], predict the reaction product. (3) Given the reactants [N:1]1[C:8](Cl)=[N:7][C:5](Cl)=[N:4][C:2]=1[Cl:3].[CH2:10]1[O:19][C:18]2[CH:17]=[CH:16][C:14]([NH2:15])=[CH:13][C:12]=2[O:11]1.C(N(C(C)C)CC)(C)C.[CH3:29][CH:30]([NH2:39])[CH:31]([OH:38])[C:32]1[CH:37]=[CH:36][CH:35]=[CH:34][CH:33]=1, predict the reaction product. The product is: [Cl:3][C:2]1[N:1]=[C:8]([NH:15][C:14]2[CH:16]=[CH:17][C:18]3[O:19][CH2:10][O:11][C:12]=3[CH:13]=2)[N:7]=[C:5]([NH:39][C@H:30]([CH3:29])[C@H:31]([C:32]2[CH:37]=[CH:36][CH:35]=[CH:34][CH:33]=2)[OH:38])[N:4]=1. (4) Given the reactants I[C:2]1[CH:7]=[CH:6][C:5]([N:8]2[CH2:12][C@H:11]([CH2:13][N:14]3[CH:18]=[CH:17][N:16]=[N:15]3)[O:10][C:9]2=[O:19])=[CH:4][CH:3]=1.C[Sn](C)(C)[C:22]1[S:26][C:25]([C:27]2[CH2:31][CH:30]([CH2:32][OH:33])[O:29][N:28]=2)=[CH:24][CH:23]=1.O1C=CC=C1P(C1OC=CC=1)C1OC=CC=1, predict the reaction product. The product is: [OH:33][CH2:32][CH:30]1[O:29][N:28]=[C:27]([C:25]2[S:26][C:22]([C:2]3[CH:7]=[CH:6][C:5]([N:8]4[CH2:12][C@H:11]([CH2:13][N:14]5[CH:18]=[CH:17][N:16]=[N:15]5)[O:10][C:9]4=[O:19])=[CH:4][CH:3]=3)=[CH:23][CH:24]=2)[CH2:31]1. (5) Given the reactants C(OC([N:8]1[CH2:26][CH2:25][C@@H:11]2[N:12]([CH3:24])[C:13]3[C:14]([C:20]([F:23])([F:22])[F:21])=[CH:15][C:16](Br)=[CH:17][C:18]=3[C@@H:10]2[CH2:9]1)=O)(C)(C)C.[NH2:27][C:28]1[CH:29]=[CH:30][C:31]([O:34][CH3:35])=[N:32][CH:33]=1.CC([O-])(C)C.[Na+], predict the reaction product. The product is: [CH3:35][O:34][C:31]1[N:32]=[CH:33][C:28]([NH:27][C:16]2[CH:15]=[C:14]([C:20]([F:22])([F:23])[F:21])[C:13]3[N:12]([CH3:24])[C@H:11]4[CH2:25][CH2:26][NH:8][CH2:9][C@H:10]4[C:18]=3[CH:17]=2)=[CH:29][CH:30]=1. (6) Given the reactants [F:1][C:2]1[CH:3]=[C:4]([C@H:9]2[N:14]([CH2:15][C:16]([OH:18])=O)[C:13](=[O:19])[C:12]([CH3:21])([CH3:20])[C:11](=[O:22])[CH2:10]2)[CH:5]=[C:6]([F:8])[CH:7]=1.[NH2:23][C:24]1[CH:25]=[C:26]2[C:39](=[CH:40][CH:41]=1)[CH2:38][C@:28]1([C:36]3[C:31](=[N:32][CH:33]=[CH:34][CH:35]=3)[NH:30][C:29]1=[O:37])[CH2:27]2.C1C=CC2N(O)N=NC=2C=1.C(Cl)CCl, predict the reaction product. The product is: [F:1][C:2]1[CH:3]=[C:4]([C@H:9]2[N:14]([CH2:15][C:16]([NH:23][C:24]3[CH:25]=[C:26]4[C:39](=[CH:40][CH:41]=3)[CH2:38][C@:28]3([C:36]5[C:31](=[N:32][CH:33]=[CH:34][CH:35]=5)[NH:30][C:29]3=[O:37])[CH2:27]4)=[O:18])[C:13](=[O:19])[C:12]([CH3:20])([CH3:21])[C:11](=[O:22])[CH2:10]2)[CH:5]=[C:6]([F:8])[CH:7]=1. (7) The product is: [ClH:42].[OH:7][NH:8][C:9]([C:11]1([S:20]([C:23]2[CH:28]=[CH:27][C:26]([C:29]3[CH:30]=[CH:31][C:32]([CH2:35][CH2:36][CH2:37][C:38]([F:41])([F:39])[F:40])=[CH:33][CH:34]=3)=[CH:25][CH:24]=2)(=[O:22])=[O:21])[CH2:16][CH2:15][N:14]([CH2:17][CH2:18][O:44][CH3:43])[CH2:13][CH2:12]1)=[O:10]. Given the reactants O1CCCCC1[O:7][NH:8][C:9]([C:11]1([S:20]([C:23]2[CH:28]=[CH:27][C:26]([C:29]3[CH:34]=[CH:33][C:32]([CH2:35][CH2:36][CH2:37][C:38]([F:41])([F:40])[F:39])=[CH:31][CH:30]=3)=[CH:25][CH:24]=2)(=[O:22])=[O:21])[CH2:16][CH2:15][N:14]([CH:17]2C[CH2:18]2)[CH2:13][CH2:12]1)=[O:10].[ClH:42].[CH3:43][OH:44], predict the reaction product. (8) Given the reactants [CH3:1][O:2][C:3]1[C:12]2[C:7](=[C:8]([CH3:13])[CH:9]=[CH:10][CH:11]=2)[C:6]([C:14]([OH:16])=O)=[CH:5][CH:4]=1.[NH:17]1[CH2:21][CH2:20][CH2:19][CH2:18]1, predict the reaction product. The product is: [CH3:1][O:2][C:3]1[C:12]2[C:7](=[C:8]([CH3:13])[CH:9]=[CH:10][CH:11]=2)[C:6]([C:14]([N:17]2[CH2:21][CH2:20][CH2:19][CH2:18]2)=[O:16])=[CH:5][CH:4]=1.